Dataset: Reaction yield outcomes from USPTO patents with 853,638 reactions. Task: Predict the reaction yield, written as a fraction of the theoretical maximum amount of product (1.0 means a 100% yield; for example, 0.34 means a 34% yield). The reactants are [CH3:1][C:2]1[CH:7]=[CH:6][C:5]([S:8]([O:11][CH2:12][CH:13]2[CH:22]=[CH:21][C:20]3[C:15](=[C:16]([Br:24])[CH:17]=[C:18]([F:23])[CH:19]=3)[O:14]2)(=[O:10])=[O:9])=[CH:4][CH:3]=1.[H][H]. The catalyst is C(O)C.[Pt]. The product is [CH3:1][C:2]1[CH:3]=[CH:4][C:5]([S:8]([O:11][CH2:12][CH:13]2[CH2:22][CH2:21][C:20]3[C:15](=[C:16]([Br:24])[CH:17]=[C:18]([F:23])[CH:19]=3)[O:14]2)(=[O:10])=[O:9])=[CH:6][CH:7]=1. The yield is 0.490.